This data is from Reaction yield outcomes from USPTO patents with 853,638 reactions. The task is: Predict the reaction yield, written as a fraction of the theoretical maximum amount of product (1.0 means a 100% yield; for example, 0.34 means a 34% yield). (1) The reactants are [CH2:1](Br)[C:2]1[CH:7]=[CH:6][CH:5]=[CH:4][CH:3]=1.[Br:9][C:10]1[CH:11]=[C:12]2[C:17](=[CH:18][CH:19]=1)[N:16]=[CH:15][NH:14][C:13]2=[O:20].[H-].[Na+]. The catalyst is CN(C=O)C. The product is [CH2:1]([N:14]1[C:13](=[O:20])[C:12]2[C:17](=[CH:18][CH:19]=[C:10]([Br:9])[CH:11]=2)[N:16]=[CH:15]1)[C:2]1[CH:7]=[CH:6][CH:5]=[CH:4][CH:3]=1. The yield is 0.481. (2) The reactants are [C:1](=[O:16])([O:14][CH3:15])[O:2][C:3]1[CH:8]=[CH:7][C:6]([F:9])=[CH:5][C:4]=1[C:10]([CH3:13])([CH3:12])[CH3:11].[N+:17]([O-:20])([OH:19])=[O:18]. The catalyst is OS(O)(=O)=O. The product is [C:1](=[O:16])([O:14][CH3:15])[O:2][C:3]1[CH:8]=[C:7]([N+:17]([O-:19])=[O:18])[C:6]([F:9])=[CH:5][C:4]=1[C:10]([CH3:11])([CH3:12])[CH3:13].[C:1](=[O:16])([O:14][CH3:15])[O:2][C:3]1[C:8]([N+:17]([O-:20])=[O:18])=[CH:7][C:6]([F:9])=[CH:5][C:4]=1[C:10]([CH3:11])([CH3:12])[CH3:13]. The yield is 0.550. (3) The reactants are [CH3:1][O:2]C(OC)CNC1C=CC(F)=CC=1.[F:15][C:16]1[CH:29]=[CH:28][C:19]([CH2:20][NH:21][CH2:22][CH:23]([O:26][CH3:27])[O:24][CH3:25])=[CH:18][CH:17]=1.[NH2:30][C:31]1[S:32][C:33]([C:37]([NH:39][CH2:40][C:41]2[CH:42]=[N:43][CH:44]=[CH:45][CH:46]=2)=[O:38])=[C:34]([CH3:36])[N:35]=1. No catalyst specified. The product is [CH3:27][O:26][CH:23]([O:24][CH3:25])[CH2:22][N:21]([CH2:20][C:19]1[CH:18]=[CH:17][C:16]([F:15])=[CH:29][CH:28]=1)[C:1](=[O:2])[NH:30][C:31]1[S:32][C:33]([C:37]([NH:39][CH2:40][C:41]2[CH:42]=[N:43][CH:44]=[CH:45][CH:46]=2)=[O:38])=[C:34]([CH3:36])[N:35]=1. The yield is 0.690. (4) The reactants are Cl[C:2]1[CH:7]=[C:6]([O:8][C:9]2[C:10]([CH3:18])=[N:11][C:12]([N+:15]([O-:17])=[O:16])=[CH:13][CH:14]=2)[CH:5]=[CH:4][N:3]=1.[C:19]([NH2:22])(=[O:21])[CH3:20].C([O-])([O-])=O.[Cs+].[Cs+].CC(C1C=C(C(C)C)C(C2C=CC=CC=2P(C2CCCCC2)C2CCCCC2)=C(C(C)C)C=1)C. The catalyst is O1CCOCC1.C1C=CC(/C=C/C(/C=C/C2C=CC=CC=2)=O)=CC=1.C1C=CC(/C=C/C(/C=C/C2C=CC=CC=2)=O)=CC=1.C1C=CC(/C=C/C(/C=C/C2C=CC=CC=2)=O)=CC=1.[Pd].[Pd].CCOC(C)=O. The product is [CH3:18][C:10]1[C:9]([O:8][C:6]2[CH:5]=[CH:4][N:3]=[C:2]([NH:22][C:19](=[O:21])[CH3:20])[CH:7]=2)=[CH:14][CH:13]=[C:12]([N+:15]([O-:17])=[O:16])[N:11]=1. The yield is 0.240. (5) The reactants are [C:1]12([CH:11]=[C:12]([C:15]3[CH:20]=[CH:19][CH:18]=[CH:17][CH:16]=3)[C:13]#[N:14])[CH2:10][CH:5]3[CH2:6][CH:7]([CH2:9][CH:3]([CH2:4]3)[CH2:2]1)[CH2:8]2. The catalyst is CCOC(C)=O.[Pd]. The product is [C:1]12([CH2:11][CH:12]([C:15]3[CH:16]=[CH:17][CH:18]=[CH:19][CH:20]=3)[C:13]#[N:14])[CH2:10][CH:5]3[CH2:6][CH:7]([CH2:9][CH:3]([CH2:4]3)[CH2:2]1)[CH2:8]2. The yield is 0.910. (6) The reactants are [F:1][C:2]([F:15])([F:14])[CH2:3][CH2:4][C:5]([C:8]1[CH:13]=[CH:12][CH:11]=[CH:10][CH:9]=1)([OH:7])[CH3:6].C(N(CC)CC)C.[C:23](Cl)(=[O:27])[C:24]([CH3:26])=[CH2:25]. The catalyst is C(Cl)Cl. The product is [C:23]([O:7][C:5]([C:8]1[CH:13]=[CH:12][CH:11]=[CH:10][CH:9]=1)([CH2:4][CH2:3][C:2]([F:14])([F:15])[F:1])[CH3:6])(=[O:27])[C:24]([CH3:26])=[CH2:25]. The yield is -0.720. (7) The reactants are [Cl:1][C:2]1[N:7]=[C:6](Cl)[C:5]([CH3:9])=[CH:4][N:3]=1.[NH2:10][C:11]1[CH:12]=[C:13]2[C:17](=[CH:18][CH:19]=1)[NH:16][N:15]=[CH:14]2.C([O-])([O-])=O.[Na+].[Na+]. The catalyst is C(O)C.O. The product is [Cl:1][C:2]1[N:7]=[C:6]([NH:10][C:11]2[CH:12]=[C:13]3[C:17](=[CH:18][CH:19]=2)[NH:16][N:15]=[CH:14]3)[C:5]([CH3:9])=[CH:4][N:3]=1. The yield is 0.870. (8) The reactants are [Cl:1][C:2]1[C:3]([CH3:9])=[C:4]([CH:6]=[CH:7][CH:8]=1)[NH2:5].Cl.Cl[CH2:12][CH2:13][NH:14][CH2:15][CH2:16]Cl.C([O-])([O-])=O.[Na+].[Na+]. The catalyst is C(O)CCC. The product is [Cl:1][C:2]1[C:3]([CH3:9])=[C:4]([N:5]2[CH2:16][CH2:15][NH:14][CH2:13][CH2:12]2)[CH:6]=[CH:7][CH:8]=1. The yield is 0.810.